This data is from Full USPTO retrosynthesis dataset with 1.9M reactions from patents (1976-2016). The task is: Predict the reactants needed to synthesize the given product. (1) Given the product [CH3:37][C:23]([CH3:22])([O:25][C:26]([NH:28][C@H:29]([C:34]([OH:36])=[O:35])[CH2:30][NH:38][C:64]([O:63][CH2:62][CH:60]1[C:61]2[CH:49]=[CH:50][CH:51]=[CH:52][C:53]=2[C:54]2[C:59]1=[CH:58][CH:57]=[CH:56][CH:55]=2)=[O:65])=[O:27])[CH3:24], predict the reactants needed to synthesize it. The reactants are: FC(F)(F)C(OC1C(OC(=O)C(F)(F)F)=C(I)C=CC=1)=O.[CH3:22][C:23]([CH3:37])([O:25][C:26]([NH:28][C@H:29]([C:34]([OH:36])=[O:35])[CH2:30]C(=O)N)=[O:27])[CH3:24].[N:38]1C=CC=CC=1.C(=O)([O-])O.[Na+].[CH:49]1[C:61]2[CH:60]([CH2:62][O:63][C:64](ON3C(=O)CCC3=O)=[O:65])[C:59]3[C:54](=[CH:55][CH:56]=[CH:57][CH:58]=3)[C:53]=2[CH:52]=[CH:51][CH:50]=1. (2) Given the product [CH2:19]([C:18]([CH3:17])([O:23][C:2]([NH:1][CH2:4][C:5]([O:7][CH2:8][CH3:9])=[O:6])=[O:3])[CH2:21][CH3:22])[CH3:20], predict the reactants needed to synthesize it. The reactants are: [N:1]([CH2:4][C:5]([O:7][CH2:8][CH3:9])=[O:6])=[C:2]=[O:3].Cl.O1CCOCC1.[CH3:17][C:18]([OH:23])([CH2:21][CH3:22])[CH2:19][CH3:20].